From a dataset of Full USPTO retrosynthesis dataset with 1.9M reactions from patents (1976-2016). Predict the reactants needed to synthesize the given product. (1) The reactants are: [CH2:1]([O:4][C:5]1[CH:6]=[C:7]([CH:10]=[CH:11][C:12]=1[O:13][CH3:14])[CH:8]=[O:9])[CH2:2][CH3:3].[BH4-].[Na+]. Given the product [CH2:1]([O:4][C:5]1[CH:6]=[C:7]([CH:10]=[CH:11][C:12]=1[O:13][CH3:14])[CH2:8][OH:9])[CH2:2][CH3:3], predict the reactants needed to synthesize it. (2) Given the product [C:13]([O:12][C:11]([N:10]([CH2:18][C:19]1[CH:24]=[CH:23][C:22]([O:25][CH3:26])=[CH:21][CH:20]=1)[C:4]1[C:3]([Cl:27])=[C:2]([NH:28][CH:29]2[CH2:30][CH2:31][N:32]([C:35]([O:37][C:38]([CH3:41])([CH3:40])[CH3:39])=[O:36])[CH2:33][CH2:34]2)[CH:7]=[C:6]([C:8]#[N:9])[CH:5]=1)=[O:17])([CH3:16])([CH3:15])[CH3:14], predict the reactants needed to synthesize it. The reactants are: Br[C:2]1[C:3]([Cl:27])=[C:4]([N:10]([CH2:18][C:19]2[CH:24]=[CH:23][C:22]([O:25][CH3:26])=[CH:21][CH:20]=2)[C:11](=[O:17])[O:12][C:13]([CH3:16])([CH3:15])[CH3:14])[CH:5]=[C:6]([C:8]#[N:9])[CH:7]=1.[NH2:28][CH:29]1[CH2:34][CH2:33][N:32]([C:35]([O:37][C:38]([CH3:41])([CH3:40])[CH3:39])=[O:36])[CH2:31][CH2:30]1.C1(P(C2C=CC=CC=2)C2C3OC4C(=CC=CC=4P(C4C=CC=CC=4)C4C=CC=CC=4)C(C)(C)C=3C=CC=2)C=CC=CC=1.C([O-])([O-])=O.[Cs+].[Cs+]. (3) Given the product [CH3:19][O:20][C:21]1[CH:22]=[C:23]([CH3:32])[C:24]([S:28]([N:1]2[C:9]3[C:4](=[CH:5][CH:6]=[CH:7][CH:8]=3)[CH2:3][C@H:2]2[CH2:10][OH:11])(=[O:29])=[O:30])=[C:25]([CH3:27])[CH:26]=1, predict the reactants needed to synthesize it. The reactants are: [NH:1]1[C:9]2[C:4](=[CH:5][CH:6]=[CH:7][CH:8]=2)[CH2:3][C@H:2]1[CH2:10][OH:11].C(N(CC)CC)C.[CH3:19][O:20][C:21]1[CH:26]=[C:25]([CH3:27])[C:24]([S:28](Cl)(=[O:30])=[O:29])=[C:23]([CH3:32])[CH:22]=1. (4) Given the product [C:1]([C:3]1[CH:8]=[CH:7][C:6]([N:9]([C:10](=[O:14])[C:11]([CH3:13])=[CH2:12])[C:27](=[O:28])[C:26]([F:37])([F:36])[F:25])=[CH:5][C:4]=1[C:15]([F:17])([F:16])[F:18])#[N:2], predict the reactants needed to synthesize it. The reactants are: [C:1]([C:3]1[CH:8]=[CH:7][C:6]([NH:9][C:10](=[O:14])[C:11]([CH3:13])=[CH2:12])=[CH:5][C:4]=1[C:15]([F:18])([F:17])[F:16])#[N:2].N1C=CC=CC=1.[F:25][C:26]([F:37])([F:36])[C:27](O[C:27](=[O:28])[C:26]([F:37])([F:36])[F:25])=[O:28]. (5) Given the product [C:45]([OH:54])(=[O:53])[C@@H:46]([C@H:48]([C:50]([OH:52])=[O:51])[OH:49])[OH:47].[CH3:4][C@H:5]1[N:10]([CH2:11][C:12]([F:15])([F:13])[F:14])[C:9](=[O:16])[C@@H:8]([NH:17][C:18]([C:20]2[CH:21]=[C:22]3[CH2:37][C@@:27]4([C:35]5[C:30](=[N:31][CH:32]=[CH:33][CH:34]=5)[NH:29][C:28]4=[O:36])[CH2:26][C:23]3=[N:24][CH:25]=2)=[O:19])[CH2:7][C@H:6]1[C:38]1[CH:39]=[CH:40][CH:41]=[CH:42][CH:43]=1, predict the reactants needed to synthesize it. The reactants are: O.O.O.[CH3:4][C@H:5]1[N:10]([CH2:11][C:12]([F:15])([F:14])[F:13])[C:9](=[O:16])[C@@H:8]([NH:17][C:18]([C:20]2[CH:21]=[C:22]3[CH2:37][C@@:27]4([C:35]5[C:30](=[N:31][CH:32]=[CH:33][CH:34]=5)[NH:29][C:28]4=[O:36])[CH2:26][C:23]3=[N:24][CH:25]=2)=[O:19])[CH2:7][C@H:6]1[C:38]1[CH:43]=[CH:42][CH:41]=[CH:40][CH:39]=1.O.[C:45]([OH:54])(=[O:53])[C@@H:46]([C@H:48]([C:50]([OH:52])=[O:51])[OH:49])[OH:47]. (6) Given the product [F:12][C:13]([F:27])([F:28])[C:14]1[CH:15]=[C:16]([CH:20]=[C:21]([C:23]([F:26])([F:24])[F:25])[CH:22]=1)[C:17]([N:2]1[CH2:7][CH2:6][CH2:5][CH2:4][CH:3]1[CH2:8][C:9]([OH:11])=[O:10])=[O:18], predict the reactants needed to synthesize it. The reactants are: Cl.[NH:2]1[CH2:7][CH2:6][CH2:5][CH2:4][CH:3]1[CH2:8][C:9]([OH:11])=[O:10].[F:12][C:13]([F:28])([F:27])[C:14]1[CH:15]=[C:16]([CH:20]=[C:21]([C:23]([F:26])([F:25])[F:24])[CH:22]=1)[C:17](Cl)=[O:18]. (7) Given the product [F:14][C:11]1[CH:12]=[CH:13][C:8]([NH2:7])=[CH:9][C:10]=1[CH2:15][O:16][C:17]1[CH:22]=[N:21][CH:20]=[CH:19][N:18]=1, predict the reactants needed to synthesize it. The reactants are: C(OC(=O)[NH:7][C:8]1[CH:13]=[CH:12][C:11]([F:14])=[C:10]([CH2:15][O:16][C:17]2[CH:22]=[N:21][CH:20]=[CH:19][N:18]=2)[CH:9]=1)(C)(C)C. (8) The reactants are: [NH2:1]C1C2C(=O)N(C3C=CC(C4C=NN(CCC(OCC)=O)C=4)=C(F)C=3)CCOC=2N=CN=1.Cl[C:34]1[C:39]2[C:40](=[O:68])[N:41]([C:45]3[CH:50]=[CH:49][C:48]([N:51]4[CH2:55][CH2:54][N:53]([CH2:56][C:57]([O:59]CC)=[O:58])[C:52]4=[O:62])=[C:47]([O:63][C:64]([F:67])([F:66])[F:65])[CH:46]=3)[CH2:42][CH2:43][O:44][C:38]=2[N:37]=[CH:36][N:35]=1.C([O-])([O-])=O.[Cs+].[Cs+]. Given the product [NH2:1][C:34]1[C:39]2[C:40](=[O:68])[N:41]([C:45]3[CH:50]=[CH:49][C:48]([N:51]4[CH2:55][CH2:54][N:53]([CH2:56][C:57]([OH:59])=[O:58])[C:52]4=[O:62])=[C:47]([O:63][C:64]([F:66])([F:67])[F:65])[CH:46]=3)[CH2:42][CH2:43][O:44][C:38]=2[N:37]=[CH:36][N:35]=1, predict the reactants needed to synthesize it. (9) Given the product [NH2:13][C:12]1[N:8]([C:5]2[CH:6]=[CH:7][C:2]([P:68](=[O:70])([CH3:69])[CH3:67])=[CH:3][CH:4]=2)[N:9]=[C:10]([CH:14]([CH3:16])[CH3:15])[CH:11]=1, predict the reactants needed to synthesize it. The reactants are: Br[C:2]1[CH:7]=[CH:6][C:5]([N:8]2[C:12]([NH2:13])=[CH:11][C:10]([CH:14]([CH3:16])[CH3:15])=[N:9]2)=[CH:4][CH:3]=1.CC1(C)C2C(=C(P(C3C=CC=CC=3)C3C=CC=CC=3)C=CC=2)OC2C(P(C3C=CC=CC=3)C3C=CC=CC=3)=CC=CC1=2.[O-]P([O-])([O-])=O.[K+].[K+].[K+].[CH3:67][PH:68](=[O:70])[CH3:69].